From a dataset of Catalyst prediction with 721,799 reactions and 888 catalyst types from USPTO. Predict which catalyst facilitates the given reaction. (1) Reactant: [C:1]([C:3]([C:23]1[CH:28]=[CH:27][C:26]([O:29][CH3:30])=[C:25]([O:31][CH3:32])[CH:24]=1)([CH:20]([CH3:22])[CH3:21])[CH2:4][CH2:5][CH2:6][N:7]([CH3:19])[CH2:8][CH2:9][C:10]1[CH:18]=[CH:17][CH:16]=[CH:15][C:11]=1[C:12]([OH:14])=[O:13])#[N:2].[C:33](N1C=CN=C1)(N1C=CN=C1)=O.CO. Product: [C:1]([C:3]([C:23]1[CH:28]=[CH:27][C:26]([O:29][CH3:30])=[C:25]([O:31][CH3:32])[CH:24]=1)([CH:20]([CH3:22])[CH3:21])[CH2:4][CH2:5][CH2:6][N:7]([CH3:19])[CH2:8][CH2:9][C:10]1[CH:18]=[CH:17][CH:16]=[CH:15][C:11]=1[C:12]([O:14][CH3:33])=[O:13])#[N:2]. The catalyst class is: 1. (2) The catalyst class is: 751. Reactant: Cl.Cl[CH2:3][C:4]1[N:8]2[CH:9]=[C:10]([CH3:13])[CH:11]=[CH:12][C:7]2=[N:6][C:5]=1[C:14]1[CH:19]=[CH:18][C:17]([CH3:20])=[CH:16][CH:15]=1.[NH:21]1[CH:25]=[CH:24][N:23]=[CH:22]1.C([O-])(O)=O.[Na+]. Product: [N:21]1([CH2:3][C:4]2[N:8]3[CH:9]=[C:10]([CH3:13])[CH:11]=[CH:12][C:7]3=[N:6][C:5]=2[C:14]2[CH:19]=[CH:18][C:17]([CH3:20])=[CH:16][CH:15]=2)[CH:25]=[CH:24][N:23]=[CH:22]1. (3) Reactant: [I:1][C:2]1[CH:3]=[N:4][NH:5][CH:6]=1.[H-].[Na+].I[CH2:10][CH2:11][F:12]. Product: [F:12][CH2:11][CH2:10][N:4]1[CH:3]=[C:2]([I:1])[CH:6]=[N:5]1. The catalyst class is: 3. (4) Reactant: [CH3:1][S:2]([C:5]1[CH:10]=[CH:9][C:8]([CH2:11][S:12]([OH:15])(=O)=[O:13])=[CH:7][CH:6]=1)(=[O:4])=[O:3].[Na].P(Cl)(Cl)(Cl)(Cl)[Cl:18]. Product: [CH3:1][S:2]([C:5]1[CH:10]=[CH:9][C:8]([CH2:11][S:12]([Cl:18])(=[O:15])=[O:13])=[CH:7][CH:6]=1)(=[O:4])=[O:3]. The catalyst class is: 22.